Task: Predict the reactants needed to synthesize the given product.. Dataset: Full USPTO retrosynthesis dataset with 1.9M reactions from patents (1976-2016) Given the product [CH3:1][O:2][C:3]([C:5]1[N:6]=[C:7]([C:19]2[CH:24]=[CH:23][C:22]([C:25]([F:28])([F:27])[F:26])=[CH:21][CH:20]=2)[O:8][C:9]=1[C:10]1[CH:15]=[CH:14][C:13]([C:16]#[N:17])=[CH:12][CH:11]=1)=[O:4], predict the reactants needed to synthesize it. The reactants are: [CH3:1][O:2][C:3]([C:5]1[N:6]=[CH:7][O:8][C:9]=1[C:10]1[CH:15]=[CH:14][C:13]([C:16]#[N:17])=[CH:12][CH:11]=1)=[O:4].I[C:19]1[CH:24]=[CH:23][C:22]([C:25]([F:28])([F:27])[F:26])=[CH:21][CH:20]=1.C1(P(C2C=CC=CC=2)C2C=CC=CC=2)C=CC=CC=1.C(N(CC)CC)C.